This data is from Forward reaction prediction with 1.9M reactions from USPTO patents (1976-2016). The task is: Predict the product of the given reaction. (1) Given the reactants [H-].[Li+].[O:3]=[C:4]1[C:9]([C:10]([O:12][CH3:13])=[O:11])=[CH:8][CH:7]=[CH:6][NH:5]1.Br[CH2:15][C:16]1[CH:21]=[CH:20][C:19]([F:22])=[CH:18][CH:17]=1, predict the reaction product. The product is: [F:22][C:19]1[CH:20]=[CH:21][C:16]([CH2:15][N:5]2[CH:6]=[CH:7][CH:8]=[C:9]([C:10]([O:12][CH3:13])=[O:11])[C:4]2=[O:3])=[CH:17][CH:18]=1.[F:22][C:19]1[CH:20]=[CH:21][C:16]([CH2:15][N:5]2[CH:6]=[CH:7][CH:8]=[C:9]([C:10]([O:12][CH2:13][C:16]3[CH:21]=[CH:20][C:19]([F:22])=[CH:18][CH:17]=3)=[O:11])[C:4]2=[O:3])=[CH:17][CH:18]=1. (2) Given the reactants [Cl:1][C:2]1[CH:13]=[C:12]([C:14]2[CH:15]=[N:16][N:17]3[C:22]([NH:23][CH2:24][CH:25]4[CH2:30][CH2:29][O:28][CH2:27][CH2:26]4)=[N:21][C:20](S(C)(=O)=O)=[N:19][C:18]=23)[CH:11]=[CH:10][C:3]=1[C:4]([NH:6][CH:7]1[CH2:9][CH2:8]1)=[O:5].[C:35]1([OH:41])[CH:40]=[CH:39][CH:38]=[CH:37][CH:36]=1.C1CCN2C(=NCCC2)CC1, predict the reaction product. The product is: [Cl:1][C:2]1[CH:13]=[C:12]([C:14]2[CH:15]=[N:16][N:17]3[C:22]([NH:23][CH2:24][CH:25]4[CH2:30][CH2:29][O:28][CH2:27][CH2:26]4)=[N:21][C:20]([O:41][C:35]4[CH:40]=[CH:39][CH:38]=[CH:37][CH:36]=4)=[N:19][C:18]=23)[CH:11]=[CH:10][C:3]=1[C:4]([NH:6][CH:7]1[CH2:9][CH2:8]1)=[O:5].